This data is from Full USPTO retrosynthesis dataset with 1.9M reactions from patents (1976-2016). The task is: Predict the reactants needed to synthesize the given product. Given the product [NH2:19][C:18]1[C:4]2[C:5](=[O:17])[N:6]([CH:8]([CH:14]([CH3:15])[CH3:16])[C:9]([O:25][CH2:26][CH3:27])=[O:22])[CH:7]=[C:2]([Br:1])[C:3]=2[NH:24][N:23]=1, predict the reactants needed to synthesize it. The reactants are: [Br:1][C:2]1[C:3](OC)=[C:4]([C:18]#[N:19])[C:5](=[O:17])[N:6]([CH:8]([CH:14]([CH3:16])[CH3:15])[C:9](OCC)=O)[CH:7]=1.[OH2:22].[NH2:23][NH2:24].[OH2:25].[CH2:26](O)[CH3:27].